Dataset: NCI-60 drug combinations with 297,098 pairs across 59 cell lines. Task: Regression. Given two drug SMILES strings and cell line genomic features, predict the synergy score measuring deviation from expected non-interaction effect. (1) Drug 1: CC(CN1CC(=O)NC(=O)C1)N2CC(=O)NC(=O)C2. Drug 2: C1=CC(=CC=C1C#N)C(C2=CC=C(C=C2)C#N)N3C=NC=N3. Cell line: SK-MEL-28. Synergy scores: CSS=0.749, Synergy_ZIP=-2.97, Synergy_Bliss=-6.79, Synergy_Loewe=-9.17, Synergy_HSA=-8.90. (2) Drug 1: CNC(=O)C1=CC=CC=C1SC2=CC3=C(C=C2)C(=NN3)C=CC4=CC=CC=N4. Drug 2: CN(CCCl)CCCl.Cl. Cell line: SF-295. Synergy scores: CSS=11.2, Synergy_ZIP=-4.97, Synergy_Bliss=-2.72, Synergy_Loewe=-1.77, Synergy_HSA=-1.75. (3) Drug 1: C1=NC2=C(N=C(N=C2N1C3C(C(C(O3)CO)O)O)F)N. Drug 2: CC1=C(C=C(C=C1)NC(=O)C2=CC=C(C=C2)CN3CCN(CC3)C)NC4=NC=CC(=N4)C5=CN=CC=C5. Cell line: NCI-H460. Synergy scores: CSS=-1.62, Synergy_ZIP=1.88, Synergy_Bliss=2.38, Synergy_Loewe=-1.37, Synergy_HSA=-0.942.